From a dataset of Forward reaction prediction with 1.9M reactions from USPTO patents (1976-2016). Predict the product of the given reaction. Given the reactants [CH3:1][NH:2][CH2:3][CH2:4][C:5]#[C:6][C:7]1[CH:12]=[CH:11][CH:10]=[CH:9][N:8]=1.[Cl:13][C:14]1[CH:15]=[C:16]([CH:20]=[CH:21][CH:22]=1)[C:17](Cl)=[O:18], predict the reaction product. The product is: [Cl:13][C:14]1[CH:15]=[C:16]([CH:20]=[CH:21][CH:22]=1)[C:17]([N:2]([CH3:1])[CH2:3][CH2:4][C:5]#[C:6][C:7]1[CH:12]=[CH:11][CH:10]=[CH:9][N:8]=1)=[O:18].[C:9]([NH2:8])(=[O:18])[C:10]1[CH:5]=[CH:6][CH:7]=[CH:12][CH:11]=1.